This data is from Full USPTO retrosynthesis dataset with 1.9M reactions from patents (1976-2016). The task is: Predict the reactants needed to synthesize the given product. Given the product [C:13]1([C:11]2[S:10][C:7]3[C:6]([N:12]=2)=[CH:5][C:4]([NH2:1])=[CH:9][N:8]=3)[CH:14]=[CH:15][CH:16]=[CH:17][CH:18]=1, predict the reactants needed to synthesize it. The reactants are: [N+:1]([C:4]1[CH:5]=[C:6]2[N:12]=[C:11]([C:13]3[CH:18]=[CH:17][CH:16]=[CH:15][CH:14]=3)[S:10][C:7]2=[N:8][CH:9]=1)([O-])=O.